Dataset: Catalyst prediction with 721,799 reactions and 888 catalyst types from USPTO. Task: Predict which catalyst facilitates the given reaction. Reactant: Cl[C:2]1[S:3][C:4]2[CH:10]=[CH:9][CH:8]=[CH:7][C:5]=2[N:6]=1.[N:11]1([CH2:17][CH2:18][NH2:19])[CH2:16][CH2:15][CH2:14][CH2:13][CH2:12]1.C(N(CC)CC)C. Product: [N:11]1([CH2:17][CH2:18][NH:19][C:2]2[S:3][C:4]3[CH:10]=[CH:9][CH:8]=[CH:7][C:5]=3[N:6]=2)[CH2:16][CH2:15][CH2:14][CH2:13][CH2:12]1. The catalyst class is: 8.